Dataset: Full USPTO retrosynthesis dataset with 1.9M reactions from patents (1976-2016). Task: Predict the reactants needed to synthesize the given product. Given the product [NH2:16][C:10]1[N:11]=[C:12]([NH:15][C:30]([C:27]2[CH:28]=[N:29][O:25][N:26]=2)=[O:31])[CH:13]=[CH:14][C:9]=1[C:3]1[CH:4]=[C:5]([Cl:8])[CH:6]=[CH:7][C:2]=1[Cl:1], predict the reactants needed to synthesize it. The reactants are: [Cl:1][C:2]1[CH:7]=[CH:6][C:5]([Cl:8])=[CH:4][C:3]=1[C:9]1[C:10]([NH2:16])=[N:11][C:12]([NH2:15])=[CH:13][CH:14]=1.N1C(C)=CC=CC=1C.[O:25]1[N:29]=[CH:28][C:27]([C:30](O)=[O:31])=[N:26]1.